Dataset: Forward reaction prediction with 1.9M reactions from USPTO patents (1976-2016). Task: Predict the product of the given reaction. (1) Given the reactants [CH:1]([C:3]1[CH:8]=[CH:7][N:6]2[C:9]([C:12]3[CH:13]=[C:14]([C:18]4[C:19]([C:24]#[N:25])=[CH:20][CH:21]=[CH:22][CH:23]=4)[CH:15]=[CH:16][CH:17]=3)=[CH:10][N:11]=[C:5]2[CH:4]=1)=[O:2].[BH4-].[Na+], predict the reaction product. The product is: [OH:2][CH2:1][C:3]1[CH:8]=[CH:7][N:6]2[C:9]([C:12]3[CH:13]=[C:14]([C:18]4[C:19]([C:24]#[N:25])=[CH:20][CH:21]=[CH:22][CH:23]=4)[CH:15]=[CH:16][CH:17]=3)=[CH:10][N:11]=[C:5]2[CH:4]=1. (2) Given the reactants [CH3:1][N:2]1[CH:6]([C:7]([OH:9])=O)[CH2:5][N:4]([C:10]2[N:15]=[C:14]([O:16][CH3:17])[CH:13]=[CH:12][N:11]=2)[C:3]1=[O:18].C(N1CCOCC1)C.O.ON1C2C=CC=CC=2N=N1.Cl.C(N=C=NCCCN(C)C)C.[Cl:50][C:51]1[CH:56]=[C:55]([Cl:57])[CH:54]=[CH:53][C:52]=1[CH2:58][NH2:59], predict the reaction product. The product is: [Cl:50][C:51]1[CH:56]=[C:55]([Cl:57])[CH:54]=[CH:53][C:52]=1[CH2:58][NH:59][C:7]([CH:6]1[CH2:5][N:4]([C:10]2[N:15]=[C:14]([O:16][CH3:17])[CH:13]=[CH:12][N:11]=2)[C:3](=[O:18])[N:2]1[CH3:1])=[O:9]. (3) Given the reactants Cl[C:2]1[CH:3]=[CH:4][C:5](=[O:23])[N:6]([CH2:8][CH2:9][O:10][C:11]2[C:20]3[C:15](=[CH:16][C:17]([O:21][CH3:22])=[CH:18][CH:19]=3)[N:14]=[CH:13][CH:12]=2)[N:7]=1.[S:24]1[CH:28]=[CH:27][C:26](B(O)O)=[CH:25]1.C([O-])([O-])=O.[Na+].[Na+], predict the reaction product. The product is: [CH3:22][O:21][C:17]1[CH:16]=[C:15]2[C:20]([C:11]([O:10][CH2:9][CH2:8][N:6]3[C:5](=[O:23])[CH:4]=[CH:3][C:2]([C:26]4[CH:27]=[CH:28][S:24][CH:25]=4)=[N:7]3)=[CH:12][CH:13]=[N:14]2)=[CH:19][CH:18]=1.